This data is from Catalyst prediction with 721,799 reactions and 888 catalyst types from USPTO. The task is: Predict which catalyst facilitates the given reaction. (1) Product: [OH:18][CH2:17][CH:16]([O:15][NH:14][C:12](=[O:13])[O:11][C:7]([CH3:10])([CH3:9])[CH3:8])[CH3:22]. Reactant: [H-].[H-].[H-].[H-].[Li+].[Al+3].[C:7]([O:11][C:12]([NH:14][O:15][CH:16]([CH3:22])[C:17](OCC)=[O:18])=[O:13])([CH3:10])([CH3:9])[CH3:8]. The catalyst class is: 1. (2) Reactant: [Cl-].C[CH:3]=[N+:4]=[CH:5]C.[F:7][C:8]1[CH:13]=[CH:12][C:11]([CH:14]2[CH2:19][CH2:18][N:17]([C:20]([NH:22][C:23]3[CH:32]=[CH:31][C:30]4[C:29](=[O:33])[CH2:28][CH2:27][CH2:26][C:25]=4[CH:24]=3)=[O:21])[CH2:16][CH2:15]2)=[CH:10][CH:9]=1.[BH4-].[Na+].O1CCC[CH2:37]1. Product: [CH3:3][N:4]([CH2:5][CH:28]1[CH2:27][CH2:26][C:25]2[CH:24]=[C:23]([NH:22][C:20]([N:17]3[CH2:18][CH2:19][CH:14]([C:11]4[CH:10]=[CH:9][C:8]([F:7])=[CH:13][CH:12]=4)[CH2:15][CH2:16]3)=[O:21])[CH:32]=[CH:31][C:30]=2[CH:29]1[OH:33])[CH3:37]. The catalyst class is: 10.